This data is from Reaction yield outcomes from USPTO patents with 853,638 reactions. The task is: Predict the reaction yield, written as a fraction of the theoretical maximum amount of product (1.0 means a 100% yield; for example, 0.34 means a 34% yield). The reactants are [C:1]([O:5][C:6]([N:8]1[CH2:13][CH2:12][N:11]([CH2:14][C:15]2[CH2:20][C:19]([CH3:22])([CH3:21])[CH2:18][CH2:17][C:16]=2Br)[CH2:10][CH2:9]1)=[O:7])([CH3:4])([CH3:3])[CH3:2].[Cl:24][C:25]1[CH:30]=[CH:29][C:28](B(O)O)=[CH:27][CH:26]=1.C([O-])([O-])=O.[Na+].[Na+]. The catalyst is CO.O1CCOCC1. The product is [C:1]([O:5][C:6]([N:8]1[CH2:13][CH2:12][N:11]([CH2:14][C:15]2[CH2:20][C:19]([CH3:22])([CH3:21])[CH2:18][CH2:17][C:16]=2[C:28]2[CH:29]=[CH:30][C:25]([Cl:24])=[CH:26][CH:27]=2)[CH2:10][CH2:9]1)=[O:7])([CH3:4])([CH3:3])[CH3:2]. The yield is 0.710.